This data is from KCNQ2 potassium channel screen with 302,405 compounds. The task is: Binary Classification. Given a drug SMILES string, predict its activity (active/inactive) in a high-throughput screening assay against a specified biological target. (1) The molecule is S=C(N\N=C1/CCCCc2c1cccc2)NCCCC. The result is 0 (inactive). (2) The drug is O(C1=C/C(C=C(OC)C1=O)=C\NNC(=O)C(=O)N)C. The result is 0 (inactive). (3) The drug is OC1(N(N=C(C1)C)C(OCC)=O)c1ccccc1. The result is 0 (inactive).